This data is from Full USPTO retrosynthesis dataset with 1.9M reactions from patents (1976-2016). The task is: Predict the reactants needed to synthesize the given product. (1) Given the product [OH:1][CH:2]([CH2:6][CH2:7][S:8][CH3:9])[C:3]([O:5][CH:40]([CH2:41][CH2:42][S:33][CH3:30])[C:39]([O:26][CH2:10][CH2:11][CH2:12][CH2:13][CH2:14][CH2:15][CH2:16][CH2:17][CH2:18][CH2:19][CH2:20][CH2:21][CH2:22][CH2:23][CH2:24][CH3:25])=[O:38])=[O:4], predict the reactants needed to synthesize it. The reactants are: [OH:1][CH:2]([CH2:6][CH2:7][S:8][CH3:9])[C:3]([OH:5])=[O:4].[CH2:10]([OH:26])[CH2:11][CH2:12][CH2:13][CH2:14][CH2:15][CH2:16][CH2:17][CH2:18][CH2:19][CH2:20][CH2:21][CH2:22][CH2:23][CH2:24][CH3:25].C1(C)C=C[C:30]([S:33](O)(=O)=O)=CC=1.[OH2:38].[C:39]1(C)C=C[CH:42]=[CH:41][CH:40]=1. (2) Given the product [C:9]([N:8]([C:5]1[CH:6]=[CH:7][C:2]([Cl:1])=[CH:3][CH:4]=1)[C@H:12]1[C:21]2[C:16](=[CH:17][CH:18]=[CH:19][CH:20]=2)[N:15]([C:22]([C:24]2[CH:29]=[CH:28][C:27]([O:30][CH2:31][CH2:71][C:72]([CH3:78])([CH3:77])[C:73]([O:75][CH3:76])=[O:74])=[N:26][CH:25]=2)=[O:23])[C@@H:14]([CH3:32])[CH2:13]1)(=[O:11])[CH3:10].[C:46]([N:45]([C:42]1[CH:43]=[CH:44][C:39]([Cl:38])=[CH:40][CH:41]=1)[C@H:49]1[C:58]2[C:53](=[CH:54][CH:55]=[CH:56][CH:57]=2)[N:52]([C:59]([C:61]2[CH:66]=[CH:65][C:64](=[O:67])[N:63]([CH2:70][CH2:71][C:72]([CH3:78])([CH3:77])[C:73]([O:75][CH3:76])=[O:74])[CH:62]=2)=[O:60])[C@@H:51]([CH3:68])[CH2:50]1)(=[O:48])[CH3:47], predict the reactants needed to synthesize it. The reactants are: [Cl:1][C:2]1[CH:7]=[CH:6][C:5]([N:8]([C@H:12]2[C:21]3[C:16](=[CH:17][CH:18]=[CH:19][CH:20]=3)[N:15]([C:22]([C:24]3[CH:25]=[N:26][C:27]([O:30][CH3:31])=[CH:28][CH:29]=3)=[O:23])[C@@H:14]([CH3:32])[CH2:13]2)[C:9](=[O:11])[CH3:10])=[CH:4][CH:3]=1.[Si](I)(C)(C)C.[Cl:38][C:39]1[CH:44]=[CH:43][C:42]([N:45]([C@H:49]2[C:58]3[C:53](=[CH:54][CH:55]=[CH:56][CH:57]=3)[N:52]([C:59]([C:61]3[CH:62]=[N:63][C:64]([OH:67])=[CH:65][CH:66]=3)=[O:60])[C@@H:51]([CH3:68])[CH2:50]2)[C:46](=[O:48])[CH3:47])=[CH:41][CH:40]=1.Br[CH2:70][CH2:71][C:72]([CH3:78])([CH3:77])[C:73]([O:75][CH3:76])=[O:74].[Al]. (3) Given the product [CH2:1]([N:3]([CH2:15][CH3:16])[C:4]([C:6]1[S:10][C:9]([S:11](=[O:13])(=[O:12])[NH:17][OH:18])=[CH:8][CH:7]=1)=[O:5])[CH3:2], predict the reactants needed to synthesize it. The reactants are: [CH2:1]([N:3]([CH2:15][CH3:16])[C:4]([C:6]1[S:10][C:9]([S:11](Cl)(=[O:13])=[O:12])=[CH:8][CH:7]=1)=[O:5])[CH3:2].[NH2:17][OH:18].C(OCC)(=O)C. (4) Given the product [NH:14]1[C:3]2[CH2:4][CH2:5][CH2:6][CH2:7][C:2]=2[N:15]=[C:13]1[NH:12][C:9](=[O:11])[CH3:10], predict the reactants needed to synthesize it. The reactants are: Cl[CH:2]1[CH2:7][CH2:6][CH2:5][CH2:4][C:3]1=O.[C:9]([NH:12][C:13]([NH2:15])=[NH:14])(=[O:11])[CH3:10]. (5) The reactants are: [OH-].[Li+].[CH3:3][CH:4]([CH3:46])[CH2:5][CH2:6][N:7]([CH2:41][CH2:42][CH:43]([CH3:45])[CH3:44])[C:8]([C:10]1[CH:11]=[CH:12][C:13]2[N:17]=[C:16]([NH:18][C:19]3[CH:28]=[CH:27][C:22]([C:23]([O:25]C)=[O:24])=[CH:21][CH:20]=3)[N:15]([CH2:29][CH2:30][CH2:31][NH:32][C:33]([O:35][C:36]([CH3:39])([CH3:38])[CH3:37])=[O:34])[C:14]=2[CH:40]=1)=[O:9]. Given the product [CH3:44][CH:43]([CH3:45])[CH2:42][CH2:41][N:7]([CH2:6][CH2:5][CH:4]([CH3:46])[CH3:3])[C:8]([C:10]1[CH:11]=[CH:12][C:13]2[N:17]=[C:16]([NH:18][C:19]3[CH:28]=[CH:27][C:22]([C:23]([OH:25])=[O:24])=[CH:21][CH:20]=3)[N:15]([CH2:29][CH2:30][CH2:31][NH:32][C:33]([O:35][C:36]([CH3:39])([CH3:37])[CH3:38])=[O:34])[C:14]=2[CH:40]=1)=[O:9], predict the reactants needed to synthesize it. (6) Given the product [ClH:1].[ClH:29].[ClH:1].[Cl:1][C:2]1[C:3]([C:8]2[CH:9]=[C:10]3[C:14](=[CH:15][CH:16]=2)[NH:13][N:12]=[C:11]3[NH:17][C:18]2[S:19][C:20]([CH2:23][N:24]([CH3:26])[CH3:25])=[CH:21][N:22]=2)=[N:4][CH:5]=[CH:6][CH:7]=1, predict the reactants needed to synthesize it. The reactants are: [Cl:1][C:2]1[C:3]([C:8]2[CH:9]=[C:10]3[C:14](=[CH:15][CH:16]=2)[NH:13][N:12]=[C:11]3[NH:17][C:18]2[S:19][C:20]([CH2:23][N:24]([CH3:26])[CH3:25])=[CH:21][N:22]=2)=[N:4][CH:5]=[CH:6][CH:7]=1.[H][H].[Cl-:29].C(OCC)(=O)C.